From a dataset of Catalyst prediction with 721,799 reactions and 888 catalyst types from USPTO. Predict which catalyst facilitates the given reaction. (1) Reactant: [Cl:1][C:2]1[CH:7]=[CH:6][C:5]([S:8]([C:11]2[S:22][C:14]3=[N:15][CH:16]=[C:17]([N+:19]([O-])=O)[CH:18]=[C:13]3[C:12]=2[C:23]2[CH:28]=[CH:27][C:26]([Cl:29])=[CH:25][CH:24]=2)(=[O:10])=[O:9])=[CH:4][CH:3]=1.C([O-])(O)=O.[Na+].ClCCl. Product: [Cl:1][C:2]1[CH:3]=[CH:4][C:5]([S:8]([C:11]2[S:22][C:14]3=[N:15][CH:16]=[C:17]([NH2:19])[CH:18]=[C:13]3[C:12]=2[C:23]2[CH:28]=[CH:27][C:26]([Cl:29])=[CH:25][CH:24]=2)(=[O:10])=[O:9])=[CH:6][CH:7]=1. The catalyst class is: 13. (2) Reactant: [F:1][C:2]([F:35])([F:34])[C:3]1[CH:4]=[C:5]([C:16]2[O:20][N:19]=[C:18]([C:21]3[CH:29]=[CH:28][CH:27]=[C:26]4[C:22]=3[CH:23]=[CH:24][N:25]4[CH2:30][C:31](O)=[O:32])[N:17]=2)[CH:6]=[CH:7][C:8]=1[O:9][CH:10]([CH3:15])[C:11]([F:14])([F:13])[F:12].[CH:36]1[CH:37]=[CH:38][C:39]2[N:44](O)N=[N:42][C:40]=2[CH:41]=1.CCN=C=NCCCN(C)C.Cl.Cl.N1C=CC=CC=1CN.C([O-])(O)=O.[Na+]. Product: [N:42]1[CH:38]=[CH:37][CH:36]=[CH:41][C:40]=1[CH2:39][NH:44][C:31](=[O:32])[CH2:30][N:25]1[C:26]2[C:22](=[C:21]([C:18]3[N:17]=[C:16]([C:5]4[CH:6]=[CH:7][C:8]([O:9][CH:10]([CH3:15])[C:11]([F:14])([F:12])[F:13])=[C:3]([C:2]([F:1])([F:34])[F:35])[CH:4]=4)[O:20][N:19]=3)[CH:29]=[CH:28][CH:27]=2)[CH:23]=[CH:24]1. The catalyst class is: 3. (3) Reactant: O.[OH:2][C@@:3]1([C:34]([F:37])([F:36])[F:35])[C:15]2[CH:14]=[C:13]([O:16][CH2:17][CH2:18][C:19]([OH:22])([CH3:21])[CH3:20])[CH:12]=[C:11]([C:23]3[CH:24]=[N:25][N:26]([C:28]([CH3:33])([CH3:32])[C:29]([NH2:31])=[O:30])[CH:27]=3)[C:10]=2[C:9]2[C:4]1=[CH:5][CH:6]=[CH:7][CH:8]=2.C1(C)C=CC=CC=1. Product: [OH:2][C@@:3]1([C:34]([F:36])([F:37])[F:35])[C:15]2[CH:14]=[C:13]([O:16][CH2:17][CH2:18][C:19]([OH:22])([CH3:20])[CH3:21])[CH:12]=[C:11]([C:23]3[CH:24]=[N:25][N:26]([C:28]([CH3:32])([CH3:33])[C:29]([NH2:31])=[O:30])[CH:27]=3)[C:10]=2[C:9]2[C:4]1=[CH:5][CH:6]=[CH:7][CH:8]=2. The catalyst class is: 6. (4) Product: [ClH:2].[ClH:1].[CH:20]1([C:9]2[NH:8][C:7]3[C:6]4=[N:5][CH:4]([CH2:3][NH:25][C:26]5[CH:31]=[CH:30][CH:29]=[CH:28][CH:27]=5)[CH2:15][N:14]4[C:13](=[O:16])[N:12]([CH2:17][CH2:18][CH3:19])[C:11]=3[N:10]=2)[CH2:24][CH2:23][CH2:22][CH2:21]1. Reactant: [ClH:1].[Cl:2][CH2:3][CH:4]1[CH2:15][N:14]2[C:6]([C:7]3[NH:8][C:9]([CH:20]4[CH2:24][CH2:23][CH2:22][CH2:21]4)=[N:10][C:11]=3[N:12]([CH2:17][CH2:18][CH3:19])[C:13]2=[O:16])=[N:5]1.[NH2:25][C:26]1[CH:31]=[CH:30][CH:29]=[CH:28][CH:27]=1.C(=O)([O-])O.[Na+]. The catalyst class is: 6. (5) Reactant: [OH:1][N:2]=[CH:3][C:4]1[N:5]=[C:6]([CH:9]2[CH2:14][CH2:13][N:12](C(OCCCC)=O)[CH2:11][CH2:10]2)[S:7][CH:8]=1.[CH:22]1([CH2:28][O:29][C:30]2[CH:35]=[CH:34][CH:33]=[CH:32][C:31]=2[CH:36]=[CH2:37])[CH2:27][CH2:26][CH2:25][CH2:24][CH2:23]1.[C:38](=[O:41])([O-])[OH:39].[K+].ClN1[C:48](=O)[CH2:47][CH2:46]C1=O.[C:51](OCC)(=O)C. Product: [CH:22]1([CH2:28][O:29][C:30]2[CH:35]=[CH:34][CH:33]=[CH:32][C:31]=2[CH:36]2[O:1][N:2]=[C:3]([C:4]3[N:5]=[C:6]([CH:9]4[CH2:10][CH2:11][N:12]([C:38]([O:39][C:47]([CH3:46])([CH3:48])[CH3:51])=[O:41])[CH2:13][CH2:14]4)[S:7][CH:8]=3)[CH2:37]2)[CH2:23][CH2:24][CH2:25][CH2:26][CH2:27]1. The catalyst class is: 6. (6) Reactant: [F:1][C:2]1[CH:32]=[C:31]([F:33])[CH:30]=[C:29]([F:34])[C:3]=1[C:4]([N:6]([CH3:28])[C:7]1[CH:12]=[CH:11][CH:10]=[C:9]([C:13]([CH:15]2[CH2:20][CH2:19][N:18](C(OC(C)(C)C)=O)[CH2:17][CH2:16]2)=[O:14])[N:8]=1)=[O:5]. Product: [F:34][C:29]1[CH:30]=[C:31]([F:33])[CH:32]=[C:2]([F:1])[C:3]=1[C:4]([N:6]([CH3:28])[C:7]1[CH:12]=[CH:11][CH:10]=[C:9]([C:13]([CH:15]2[CH2:20][CH2:19][NH:18][CH2:17][CH2:16]2)=[O:14])[N:8]=1)=[O:5]. The catalyst class is: 617. (7) Reactant: [CH2:1]([OH:4])[CH2:2][OH:3].N1C=CN=C1.[C:10]([Si:14]([CH3:17])([CH3:16])Cl)([CH3:13])([CH3:12])[CH3:11]. Product: [Si:14]([O:3][CH2:2][CH2:1][OH:4])([C:10]([CH3:13])([CH3:12])[CH3:11])([CH3:17])[CH3:16]. The catalyst class is: 1.